Dataset: CYP2C19 inhibition data for predicting drug metabolism from PubChem BioAssay. Task: Regression/Classification. Given a drug SMILES string, predict its absorption, distribution, metabolism, or excretion properties. Task type varies by dataset: regression for continuous measurements (e.g., permeability, clearance, half-life) or binary classification for categorical outcomes (e.g., BBB penetration, CYP inhibition). Dataset: cyp2c19_veith. (1) The molecule is COc1ccccc1CNC(=O)CCN1C(=O)COc2ccc(C)cc21. The result is 1 (inhibitor). (2) The compound is COc1ccc(C2SCC(=O)Nc3c2c(C)nn3-c2ccccc2)cc1OC. The result is 1 (inhibitor). (3) The drug is Nc1c(-c2ccccc2)cnn1-c1cccc([N+](=O)[O-])c1. The result is 1 (inhibitor). (4) The compound is Cn1c(=O)c(-c2ccc(Cl)cc2)nc2cncnc21. The result is 0 (non-inhibitor). (5) The compound is NC(=O)/C(=C\c1ccncc1)c1cccc2ccccc12. The result is 1 (inhibitor). (6) The drug is CO/N=C\[C@@H](NS(=O)(=O)c1ccc(C)cc1)[C@H](C)/C=C\CC(=O)OC. The result is 1 (inhibitor). (7) The molecule is COc1cccc(Cn2c(=O)c(-c3cc(F)cc(F)c3)nc3cnc(OC)nc32)c1. The result is 0 (non-inhibitor).